From a dataset of Forward reaction prediction with 1.9M reactions from USPTO patents (1976-2016). Predict the product of the given reaction. (1) Given the reactants Br.Br[CH2:3][C:4]([C:6]1[C:7](=[O:21])[O:8][C:9]2[C:14]([CH:15]=1)=[CH:13][CH:12]=[C:11]([N:16]([CH2:19][CH3:20])[CH2:17][CH3:18])[CH:10]=2)=O.[C:22]([CH2:24][C:25]([NH2:27])=[S:26])#[N:23].C(=O)([O-])O.[Na+].CCOCC, predict the reaction product. The product is: [CH2:17]([N:16]([CH2:19][CH3:20])[C:11]1[CH:10]=[C:9]2[C:14]([CH:15]=[C:6]([C:4]3[N:27]=[C:25]([CH2:24][C:22]#[N:23])[S:26][CH:3]=3)[C:7](=[O:21])[O:8]2)=[CH:13][CH:12]=1)[CH3:18]. (2) Given the reactants [Br:1][C:2]1[CH:3]=[CH:4][C:5]([CH:8]=O)=[N:6][CH:7]=1.CO.Cl.[NH2:13][OH:14].C(=O)([O-])[O-].[Na+].[Na+], predict the reaction product. The product is: [Br:1][C:2]1[CH:3]=[CH:4][C:5]([CH:8]=[N:13][OH:14])=[N:6][CH:7]=1. (3) Given the reactants [C:1]([N:5]([CH3:32])[C:6]([C:8]1[N:9]=[C:10]([C:27]2[S:28][CH:29]=[CH:30][CH:31]=2)[N:11]2[C:20]3[C:15](=[CH:16][C:17]([O:25][CH3:26])=[C:18]([C:21]([NH:23][NH2:24])=[O:22])[CH:19]=3)[CH2:14][CH2:13][C:12]=12)=[O:7])([CH3:4])([CH3:3])[CH3:2].[C:33](=S)=[S:34], predict the reaction product. The product is: [C:1]([N:5]([CH3:32])[C:6]([C:8]1[N:9]=[C:10]([C:27]2[S:28][CH:29]=[CH:30][CH:31]=2)[N:11]2[C:20]3[C:15](=[CH:16][C:17]([O:25][CH3:26])=[C:18]([C:21]4[O:22][C:33](=[S:34])[NH:24][N:23]=4)[CH:19]=3)[CH2:14][CH2:13][C:12]=12)=[O:7])([CH3:3])([CH3:4])[CH3:2]. (4) Given the reactants [CH:1]1[C:10]2[C:5](=[CH:6][CH:7]=[CH:8][CH:9]=2)[CH:4]=[CH:3][C:2]=1[CH2:11][O:12][CH2:13][C:14]1[O:18][N:17]=[C:16]([C:19]([OH:21])=O)[CH:15]=1.Cl.[O:23]1[CH2:27][CH2:26][CH:25]([CH2:28][NH2:29])[CH2:24]1.C(N(CC)CC)C.ON1C2C=CC=CC=2N=N1.Cl.C(N=C=NCCCN(C)C)C, predict the reaction product. The product is: [O:23]1[CH2:27][CH2:26][CH:25]([CH2:28][NH:29][C:19]([C:16]2[CH:15]=[C:14]([CH2:13][O:12][CH2:11][C:2]3[CH:3]=[CH:4][C:5]4[C:10](=[CH:9][CH:8]=[CH:7][CH:6]=4)[CH:1]=3)[O:18][N:17]=2)=[O:21])[CH2:24]1. (5) The product is: [C:1]([C:5]1[CH:6]=[CH:7][C:8]([S:11][C:12]2[C:49]3[C:16](=[CH:17][C:18]4[CH:19]([OH:119])[C:20]5[C:45]([CH:46]([OH:50])[C:47]=4[CH:48]=3)=[CH:44][C:43]3[C:22](=[C:23]([S:108][C:109]4[CH:110]=[CH:111][C:112]([C:115]([CH3:116])([CH3:117])[CH3:118])=[CH:113][CH:114]=4)[C:24]4[C:41]([C:42]=3[S:51][C:52]3[CH:53]=[CH:54][C:55]([C:58]([CH3:59])([CH3:60])[CH3:61])=[CH:56][CH:57]=3)=[CH:40][C:39]3[CH:38]([OH:62])[C:37]6[C:28](=[CH:29][C:30]7[C:35]([CH:36]=6)=[C:34]([S:63][C:64]6[CH:65]=[CH:66][C:67]([C:70]([CH3:71])([CH3:72])[CH3:73])=[CH:68][CH:69]=6)[C:33]([S:74][C:75]6[CH:80]=[CH:79][C:78]([C:81]([CH3:82])([CH3:83])[CH3:84])=[CH:77][CH:76]=6)=[C:32]([S:85][C:86]6[CH:91]=[CH:90][C:89]([C:92]([CH3:95])([CH3:94])[CH3:93])=[CH:88][CH:87]=6)[C:31]=7[S:96][C:97]6[CH:102]=[CH:101][C:100]([C:103]([CH3:106])([CH3:105])[CH3:104])=[CH:99][CH:98]=6)[CH:27]([OH:107])[C:26]=3[CH:25]=4)[CH:21]=5)[C:15]([S:120][C:121]3[CH:122]=[CH:123][C:124]([C:127]([CH3:130])([CH3:129])[CH3:128])=[CH:125][CH:126]=3)=[C:14]([S:131][C:132]3[CH:137]=[CH:136][C:135]([C:138]([CH3:141])([CH3:140])[CH3:139])=[CH:134][CH:133]=3)[C:13]=2[S:142][C:143]2[CH:148]=[CH:147][C:146]([C:149]([CH3:152])([CH3:151])[CH3:150])=[CH:145][CH:144]=2)=[CH:9][CH:10]=1)([CH3:2])([CH3:3])[CH3:4]. Given the reactants [C:1]([C:5]1[CH:10]=[CH:9][C:8]([S:11][C:12]2[C:49]3[C:16](=[CH:17][C:18]4[C:19](=[O:119])[C:20]5[C:45]([C:46](=[O:50])[C:47]=4[CH:48]=3)=[CH:44][C:43]3[C:22](=[C:23]([S:108][C:109]4[CH:114]=[CH:113][C:112]([C:115]([CH3:118])([CH3:117])[CH3:116])=[CH:111][CH:110]=4)[C:24]4[C:41]([C:42]=3[S:51][C:52]3[CH:57]=[CH:56][C:55]([C:58]([CH3:61])([CH3:60])[CH3:59])=[CH:54][CH:53]=3)=[CH:40][C:39]3[C:38](=[O:62])[C:37]6[C:28](=[CH:29][C:30]7[C:35]([CH:36]=6)=[C:34]([S:63][C:64]6[CH:69]=[CH:68][C:67]([C:70]([CH3:73])([CH3:72])[CH3:71])=[CH:66][CH:65]=6)[C:33]([S:74][C:75]6[CH:80]=[CH:79][C:78]([C:81]([CH3:84])([CH3:83])[CH3:82])=[CH:77][CH:76]=6)=[C:32]([S:85][C:86]6[CH:91]=[CH:90][C:89]([C:92]([CH3:95])([CH3:94])[CH3:93])=[CH:88][CH:87]=6)[C:31]=7[S:96][C:97]6[CH:102]=[CH:101][C:100]([C:103]([CH3:106])([CH3:105])[CH3:104])=[CH:99][CH:98]=6)[C:27](=[O:107])[C:26]=3[CH:25]=4)[CH:21]=5)[C:15]([S:120][C:121]3[CH:126]=[CH:125][C:124]([C:127]([CH3:130])([CH3:129])[CH3:128])=[CH:123][CH:122]=3)=[C:14]([S:131][C:132]3[CH:137]=[CH:136][C:135]([C:138]([CH3:141])([CH3:140])[CH3:139])=[CH:134][CH:133]=3)[C:13]=2[S:142][C:143]2[CH:148]=[CH:147][C:146]([C:149]([CH3:152])([CH3:151])[CH3:150])=[CH:145][CH:144]=2)=[CH:7][CH:6]=1)([CH3:4])([CH3:3])[CH3:2].[BH4-].[Na+], predict the reaction product. (6) Given the reactants Cl.[Cl:2][C:3]1[CH:8]=[CH:7][C:6]([S:9]([C:12]2([C:18]3[CH:23]=[C:22]([F:24])[CH:21]=[CH:20][C:19]=3[F:25])[CH2:17][CH2:16][NH:15][CH2:14][CH2:13]2)(=[O:11])=[O:10])=[CH:5][CH:4]=1.C(N(CC)CC)C.[C:33](Cl)(=[O:35])[CH3:34].C(=O)(O)[O-].[Na+], predict the reaction product. The product is: [Cl:2][C:3]1[CH:8]=[CH:7][C:6]([S:9]([C:12]2([C:18]3[CH:23]=[C:22]([F:24])[CH:21]=[CH:20][C:19]=3[F:25])[CH2:17][CH2:16][N:15]([C:33](=[O:35])[CH3:34])[CH2:14][CH2:13]2)(=[O:10])=[O:11])=[CH:5][CH:4]=1. (7) Given the reactants [NH2:1][C:2]1[CH:3]=[C:4]2[C:8](=[CH:9][CH:10]=1)[N:7]([CH2:11][C:12]1[CH:17]=[CH:16][CH:15]=[CH:14][CH:13]=1)[C:6]([C:18]([O:20]CC)=[O:19])=[C:5]2[C:23]1[CH:28]=[CH:27][C:26]([C:29]([CH3:32])([CH3:31])[CH3:30])=[CH:25][CH:24]=1.[F:33][C:34]([F:47])([F:46])[O:35][C:36]1[CH:41]=[CH:40][C:39]([S:42](Cl)(=[O:44])=[O:43])=[CH:38][CH:37]=1, predict the reaction product. The product is: [CH2:11]([N:7]1[C:8]2[C:4](=[CH:3][C:2]([NH:1][S:42]([C:39]3[CH:40]=[CH:41][C:36]([O:35][C:34]([F:47])([F:46])[F:33])=[CH:37][CH:38]=3)(=[O:44])=[O:43])=[CH:10][CH:9]=2)[C:5]([C:23]2[CH:28]=[CH:27][C:26]([C:29]([CH3:31])([CH3:32])[CH3:30])=[CH:25][CH:24]=2)=[C:6]1[C:18]([OH:20])=[O:19])[C:12]1[CH:17]=[CH:16][CH:15]=[CH:14][CH:13]=1.